From a dataset of Forward reaction prediction with 1.9M reactions from USPTO patents (1976-2016). Predict the product of the given reaction. (1) Given the reactants F[C:2]1[CH:7]=[C:6]([F:8])[CH:5]=[CH:4][C:3]=1[C:9]1[N:14]=[CH:13][N:12]=[C:11]([NH:15][C:16]2[CH:21]=[CH:20][CH:19]=[C:18]([CH2:22][S:23]([CH3:26])(=[O:25])=[O:24])[CH:17]=2)[N:10]=1.[F:27][C:28]1[CH:35]=[C:34]([F:36])[C:33]([F:37])=[CH:32][C:29]=1[CH2:30][OH:31], predict the reaction product. The product is: [F:8][C:6]1[CH:5]=[CH:4][C:3]([C:9]2[N:14]=[CH:13][N:12]=[C:11]([NH:15][C:16]3[CH:21]=[CH:20][CH:19]=[C:18]([CH2:22][S:23]([CH3:26])(=[O:25])=[O:24])[CH:17]=3)[N:10]=2)=[C:2]([O:31][CH2:30][C:29]2[CH:32]=[C:33]([F:37])[C:34]([F:36])=[CH:35][C:28]=2[F:27])[CH:7]=1. (2) Given the reactants [C:1]([O:5][C:6]([N:8]1[CH2:13][CH2:12][N:11]([C:14]2[CH:19]=[CH:18][C:17]([O:20]CC3C=CC=CC=3)=[CH:16][CH:15]=2)[C@@H:10]([CH2:28][O:29][C:30]2[CH:39]=[CH:38][C:37]3[C:32](=[CH:33][CH:34]=[CH:35][CH:36]=3)[CH:31]=2)[CH2:9]1)=[O:7])([CH3:4])([CH3:3])[CH3:2], predict the reaction product. The product is: [C:1]([O:5][C:6]([N:8]1[CH2:13][CH2:12][N:11]([C:14]2[CH:15]=[CH:16][C:17]([OH:20])=[CH:18][CH:19]=2)[C@@H:10]([CH2:28][O:29][C:30]2[CH:39]=[CH:38][C:37]3[C:32](=[CH:33][CH:34]=[CH:35][CH:36]=3)[CH:31]=2)[CH2:9]1)=[O:7])([CH3:4])([CH3:2])[CH3:3].